Task: Regression. Given two drug SMILES strings and cell line genomic features, predict the synergy score measuring deviation from expected non-interaction effect.. Dataset: NCI-60 drug combinations with 297,098 pairs across 59 cell lines (1) Drug 1: C1CCC(C1)C(CC#N)N2C=C(C=N2)C3=C4C=CNC4=NC=N3. Drug 2: C1CN(CCN1C(=O)CCBr)C(=O)CCBr. Cell line: HCT-15. Synergy scores: CSS=10.4, Synergy_ZIP=-3.01, Synergy_Bliss=0.500, Synergy_Loewe=-6.37, Synergy_HSA=-0.572. (2) Drug 1: C1=CC(=CC=C1CCCC(=O)O)N(CCCl)CCCl. Drug 2: CC(C)CN1C=NC2=C1C3=CC=CC=C3N=C2N. Cell line: HCT-15. Synergy scores: CSS=16.4, Synergy_ZIP=-9.89, Synergy_Bliss=-5.14, Synergy_Loewe=-5.98, Synergy_HSA=-5.71. (3) Drug 1: CS(=O)(=O)C1=CC(=C(C=C1)C(=O)NC2=CC(=C(C=C2)Cl)C3=CC=CC=N3)Cl. Drug 2: C1CCN(CC1)CCOC2=CC=C(C=C2)C(=O)C3=C(SC4=C3C=CC(=C4)O)C5=CC=C(C=C5)O. Cell line: SNB-19. Synergy scores: CSS=8.65, Synergy_ZIP=0.241, Synergy_Bliss=7.62, Synergy_Loewe=6.78, Synergy_HSA=6.66. (4) Drug 1: CCC1=CC2CC(C3=C(CN(C2)C1)C4=CC=CC=C4N3)(C5=C(C=C6C(=C5)C78CCN9C7C(C=CC9)(C(C(C8N6C)(C(=O)OC)O)OC(=O)C)CC)OC)C(=O)OC.C(C(C(=O)O)O)(C(=O)O)O. Drug 2: CC1=C(N=C(N=C1N)C(CC(=O)N)NCC(C(=O)N)N)C(=O)NC(C(C2=CN=CN2)OC3C(C(C(C(O3)CO)O)O)OC4C(C(C(C(O4)CO)O)OC(=O)N)O)C(=O)NC(C)C(C(C)C(=O)NC(C(C)O)C(=O)NCCC5=NC(=CS5)C6=NC(=CS6)C(=O)NCCC[S+](C)C)O. Cell line: SW-620. Synergy scores: CSS=55.8, Synergy_ZIP=1.96, Synergy_Bliss=2.11, Synergy_Loewe=-1.51, Synergy_HSA=2.05. (5) Drug 1: CN1C(=O)N2C=NC(=C2N=N1)C(=O)N. Drug 2: C(=O)(N)NO. Cell line: NCIH23. Synergy scores: CSS=-2.44, Synergy_ZIP=0.613, Synergy_Bliss=-0.869, Synergy_Loewe=-2.32, Synergy_HSA=-1.70. (6) Drug 1: CC1=C(C=C(C=C1)NC2=NC=CC(=N2)N(C)C3=CC4=NN(C(=C4C=C3)C)C)S(=O)(=O)N.Cl. Drug 2: CCN(CC)CCCC(C)NC1=C2C=C(C=CC2=NC3=C1C=CC(=C3)Cl)OC. Cell line: OVCAR-5. Synergy scores: CSS=34.2, Synergy_ZIP=6.43, Synergy_Bliss=5.18, Synergy_Loewe=-9.18, Synergy_HSA=3.39.